This data is from Forward reaction prediction with 1.9M reactions from USPTO patents (1976-2016). The task is: Predict the product of the given reaction. (1) Given the reactants C(O)(C(F)(F)F)=O.[Cl:8][C:9]1[CH:14]=[CH:13][C:12]([CH:15]([NH:22][C:23]([C:25]2([NH:40]C(=O)OC(C)(C)C)[CH2:30][CH2:29][N:28]([C:31]3[C:32]4[CH:39]=[CH:38][NH:37][C:33]=4[N:34]=[CH:35][N:36]=3)[CH2:27][CH2:26]2)=[O:24])[CH2:16][C:17]([N:19]([CH3:21])[CH3:20])=[O:18])=[CH:11][CH:10]=1, predict the reaction product. The product is: [NH2:40][C:25]1([C:23]([NH:22][CH:15]([C:12]2[CH:13]=[CH:14][C:9]([Cl:8])=[CH:10][CH:11]=2)[CH2:16][C:17]([N:19]([CH3:20])[CH3:21])=[O:18])=[O:24])[CH2:26][CH2:27][N:28]([C:31]2[C:32]3[CH:39]=[CH:38][NH:37][C:33]=3[N:34]=[CH:35][N:36]=2)[CH2:29][CH2:30]1. (2) Given the reactants Br[C:2]1[N:3]=[CH:4][N:5]([C:7]2[N:12]=[C:11]([C:13]3[CH:18]=[CH:17][CH:16]=[C:15]([C:19]([F:22])([F:21])[F:20])[CH:14]=3)[CH:10]=[C:9]([C:23]([F:26])([F:25])[F:24])[N:8]=2)[CH:6]=1.[NH2:27][C:28]1[N:33]=[CH:32][C:31](B2OC(C)(C)C(C)(C)O2)=[CH:30][N:29]=1, predict the reaction product. The product is: [F:24][C:23]([F:26])([F:25])[C:9]1[CH:10]=[C:11]([C:13]2[CH:18]=[CH:17][CH:16]=[C:15]([C:19]([F:22])([F:21])[F:20])[CH:14]=2)[N:12]=[C:7]([N:5]2[CH:6]=[C:2]([C:31]3[CH:30]=[N:29][C:28]([NH2:27])=[N:33][CH:32]=3)[N:3]=[CH:4]2)[N:8]=1. (3) Given the reactants I[C:2]1[CH:17]=[CH:16][C:5]([O:6][CH2:7][CH2:8][NH:9][C:10]2[CH:15]=[CH:14][N:13]=[CH:12][CH:11]=2)=[CH:4][CH:3]=1.[Cl:18][C:19]1[CH:24]=[CH:23][C:22]([C:25]2[CH:26]=[CH:27][C:28]([C:31]#[CH:32])=[N:29][CH:30]=2)=[CH:21][CH:20]=1, predict the reaction product. The product is: [Cl:18][C:19]1[CH:20]=[CH:21][C:22]([C:25]2[CH:26]=[CH:27][C:28]([C:31]#[C:32][C:2]3[CH:17]=[CH:16][C:5]([O:6][CH2:7][CH2:8][NH:9][C:10]4[CH:15]=[CH:14][N:13]=[CH:12][CH:11]=4)=[CH:4][CH:3]=3)=[N:29][CH:30]=2)=[CH:23][CH:24]=1. (4) Given the reactants N[C:2]1[N:6]([CH2:7][C:8]2[CH:13]=[C:12]([C:14]([F:17])([F:16])[F:15])[CH:11]=[C:10]([C:18]([F:21])([F:20])[F:19])[CH:9]=2)[CH:5]=[N:4][C:3]=1[C:22]#[N:23].C(I)[I:25].N(OCCC(C)C)=O, predict the reaction product. The product is: [F:19][C:18]([F:21])([F:20])[C:10]1[CH:9]=[C:8]([CH:13]=[C:12]([C:14]([F:17])([F:16])[F:15])[CH:11]=1)[CH2:7][N:6]1[C:2]([I:25])=[C:3]([C:22]#[N:23])[N:4]=[CH:5]1. (5) Given the reactants [SH:1][C:2]1[Se:3][C:4]2[CH:10]=[CH:9][CH:8]=[CH:7][C:5]=2[N:6]=1.Br[CH2:12][C:13](=[O:19])[C:14]([O:16][CH2:17][CH3:18])=[O:15], predict the reaction product. The product is: [CH2:17]([O:16][C:14](=[O:15])[C:13](=[O:19])[CH2:12][S:1][C:2]1[Se:3][C:4]2[CH:10]=[CH:9][CH:8]=[CH:7][C:5]=2[N:6]=1)[CH3:18]. (6) Given the reactants [N:1]1[CH:6]=[CH:5][CH:4]=[CH:3][N:2]=1.[CH:7]1([C:10]2[NH:14][C:13]3[CH:15]=[C:16]([C:26]4[C:27]([CH3:32])=[N:28][O:29][C:30]=4[CH3:31])[CH:17]=[C:18]([C:19]([C:21]4[S:22][CH:23]=[CH:24][N:25]=4)=[O:20])[C:12]=3[N:11]=2)[CH2:9][CH2:8]1, predict the reaction product. The product is: [CH:7]1([C:10]2[NH:14][C:13]3[CH:15]=[C:16]([C:26]4[C:27]([CH3:32])=[N:28][O:29][C:30]=4[CH3:31])[CH:17]=[C:18]([C:19]([C:6]4[N:1]=[N:2][CH:3]=[CH:4][CH:5]=4)([C:21]4[S:22][CH:23]=[CH:24][N:25]=4)[OH:20])[C:12]=3[N:11]=2)[CH2:8][CH2:9]1. (7) Given the reactants [O:1]=[S:2]1(=[O:40])[CH2:7][CH2:6][N:5]([CH2:8][C:9]2[CH:14]=[CH:13][C:12]([NH:15][C:16](=[O:39])[C:17]3[CH:22]=[CH:21][C:20]([C:23]4[CH:28]=[CH:27][C:26]([C:29]5[NH:33][C:32]([C@@H:34]6[CH2:38][CH2:37][CH2:36][NH:35]6)=[N:31][CH:30]=5)=[CH:25][CH:24]=4)=[CH:19][CH:18]=3)=[CH:11][CH:10]=2)[CH2:4][CH2:3]1.CN(C(ON1N=NC2C=CC=NC1=2)=[N+](C)C)C.F[P-](F)(F)(F)(F)F.CCN(C(C)C)C(C)C.[CH3:74][O:75][C:76]([NH:78][C@@H:79]([CH:83]([CH3:85])[CH3:84])[C:80](O)=[O:81])=[O:77], predict the reaction product. The product is: [O:40]=[S:2]1(=[O:1])[CH2:7][CH2:6][N:5]([CH2:8][C:9]2[CH:10]=[CH:11][C:12]([NH:15][C:16]([C:17]3[CH:18]=[CH:19][C:20]([C:23]4[CH:24]=[CH:25][C:26]([C:29]5[NH:33][C:32]([C@@H:34]6[CH2:38][CH2:37][CH2:36][N:35]6[C:80]([C@@H:79]([NH:78][C:76](=[O:77])[O:75][CH3:74])[CH:83]([CH3:85])[CH3:84])=[O:81])=[N:31][CH:30]=5)=[CH:27][CH:28]=4)=[CH:21][CH:22]=3)=[O:39])=[CH:13][CH:14]=2)[CH2:4][CH2:3]1. (8) Given the reactants [Br:1][C:2]1[CH:7]=[CH:6][C:5]([CH2:8][C:9]([OH:11])=[O:10])=[CH:4][CH:3]=1.IC.[CH3:14][Si]([N-][Si](C)(C)C)(C)C.[Li+].Cl, predict the reaction product. The product is: [Br:1][C:2]1[CH:3]=[CH:4][C:5]([CH:8]([CH3:14])[C:9]([OH:11])=[O:10])=[CH:6][CH:7]=1. (9) Given the reactants [CH3:1][C:2]1[CH:7]=[CH:6][N:5]=[CH:4][C:3]=1[N:8]1[CH2:12][CH2:11][NH:10][C:9]1=[O:13].Br[C:15]1[CH:22]=[CH:21][C:18]([CH:19]=[O:20])=[C:17]([F:23])[CH:16]=1.N[C@@H]1CCCC[C@H]1N.P([O-])([O-])([O-])=O.[K+].[K+].[K+], predict the reaction product. The product is: [F:23][C:17]1[CH:16]=[C:15]([N:10]2[CH2:11][CH2:12][N:8]([C:3]3[CH:4]=[N:5][CH:6]=[CH:7][C:2]=3[CH3:1])[C:9]2=[O:13])[CH:22]=[CH:21][C:18]=1[CH:19]=[O:20].